Dataset: Forward reaction prediction with 1.9M reactions from USPTO patents (1976-2016). Task: Predict the product of the given reaction. (1) Given the reactants C([N:8]1[CH:12]=[C:11]([C:13]2[C:21]3[C:16](=[CH:17][N:18]=[C:19]([C:22]4[CH:23]=[N:24][CH:25]=[CH:26][CH:27]=4)[CH:20]=3)[N:15]([CH:28]3[CH2:33][CH2:32][CH2:31][CH2:30][O:29]3)[N:14]=2)[CH:10]=[N:9]1)C1C=CC=CC=1.C1CC=CCC=1, predict the reaction product. The product is: [NH:8]1[CH:12]=[C:11]([C:13]2[C:21]3[C:16](=[CH:17][N:18]=[C:19]([C:22]4[CH:23]=[N:24][CH:25]=[CH:26][CH:27]=4)[CH:20]=3)[N:15]([CH:28]3[CH2:33][CH2:32][CH2:31][CH2:30][O:29]3)[N:14]=2)[CH:10]=[N:9]1. (2) Given the reactants [C:1]([C:4]1[CH:9]=[CH:8][C:7]([NH:10][C:11](=[O:13])[CH3:12])=[C:6]([Br:14])[CH:5]=1)(=[O:3])[CH3:2].[H-].[Na+].Br[CH2:18][C:19]([CH3:21])=[CH2:20], predict the reaction product. The product is: [C:1]([C:4]1[CH:9]=[CH:8][C:7]([N:10]([CH2:20][C:19]([CH3:21])=[CH2:18])[C:11](=[O:13])[CH3:12])=[C:6]([Br:14])[CH:5]=1)(=[O:3])[CH3:2]. (3) Given the reactants C1C=CC2N(O)N=NC=2C=1.CCN(C(C)C)C(C)C.[CH2:20]([O:22][C:23](=[O:28])[CH2:24][C:25]([OH:27])=O)[CH3:21].CCN=C=NCCCN(C)C.Cl.[C:41]([O:45][C:46]([N:48]1[CH2:53][CH2:52][NH:51][CH2:50][CH2:49]1)=[O:47])([CH3:44])([CH3:43])[CH3:42], predict the reaction product. The product is: [C:41]([O:45][C:46]([N:48]1[CH2:53][CH2:52][N:51]([C:25](=[O:27])[CH2:24][C:23]([O:22][CH2:20][CH3:21])=[O:28])[CH2:50][CH2:49]1)=[O:47])([CH3:44])([CH3:42])[CH3:43]. (4) Given the reactants [NH2:1][C:2]1[CH:3]=[C:4]([CH2:8][C:9]([OH:11])=[O:10])[CH:5]=[CH:6][CH:7]=1.[C:12](Cl)(=O)C, predict the reaction product. The product is: [CH3:12][O:10][C:9](=[O:11])[CH2:8][C:4]1[CH:5]=[CH:6][CH:7]=[C:2]([NH2:1])[CH:3]=1. (5) The product is: [O:1]([C:8]1[CH:24]=[CH:23][CH:22]=[CH:21][C:9]=1[CH2:10][O:11][C:12]12[CH2:18][C:15]([CH2:19][O:20][CH2:28][C:29]([O:31][C:32]([CH3:35])([CH3:34])[CH3:33])=[O:30])([CH2:16][CH2:17]1)[CH2:14][CH2:13]2)[C:2]1[CH:3]=[CH:4][CH:5]=[CH:6][CH:7]=1. Given the reactants [O:1]([C:8]1[CH:24]=[CH:23][CH:22]=[CH:21][C:9]=1[CH2:10][O:11][C:12]12[CH2:18][C:15]([CH2:19][OH:20])([CH2:16][CH2:17]1)[CH2:14][CH2:13]2)[C:2]1[CH:7]=[CH:6][CH:5]=[CH:4][CH:3]=1.[OH-].[Na+].Br[CH2:28][C:29]([O:31][C:32]([CH3:35])([CH3:34])[CH3:33])=[O:30].Cl, predict the reaction product.